This data is from Full USPTO retrosynthesis dataset with 1.9M reactions from patents (1976-2016). The task is: Predict the reactants needed to synthesize the given product. (1) The reactants are: [F:1][C:2]1[N:7]=[CH:6][C:5]([OH:8])=[CH:4][CH:3]=1.C([O-])([O-])=O.[Na+].[Na+].[I:15]I. Given the product [F:1][C:2]1[N:7]=[C:6]([I:15])[C:5]([OH:8])=[CH:4][CH:3]=1, predict the reactants needed to synthesize it. (2) Given the product [CH3:32][C:33]1[CH:47]=[CH:46][CH:45]=[C:44]([CH3:48])[C:34]=1[O:35][C:36]1[CH:37]=[CH:38][C:39]([CH2:40][NH:41][C:4](=[O:6])[C:3]2[CH:7]=[CH:8][CH:9]=[N:10][C:2]=2[NH2:1])=[CH:42][CH:43]=1, predict the reactants needed to synthesize it. The reactants are: [NH2:1][C:2]1[N:10]=[CH:9][CH:8]=[CH:7][C:3]=1[C:4]([OH:6])=O.ON1C2C=CC=CC=2N=N1.CCN=C=NCCCN(C)C.[CH3:32][C:33]1[CH:47]=[CH:46][CH:45]=[C:44]([CH3:48])[C:34]=1[O:35][C:36]1[CH:43]=[CH:42][C:39]([CH2:40][NH2:41])=[CH:38][CH:37]=1.C(=O)(O)[O-].[Na+]. (3) Given the product [Cl:1][C:2]1[CH:3]=[C:4]([C:8]2[C:13]3[N:14]([CH2:25][C@H:26]4[CH2:27][CH2:28][C@H:29]([CH3:32])[CH2:30][CH2:31]4)[C:15]([N:17]([CH3:24])[C:18]4[CH:19]=[CH:20][CH:21]=[CH:22][CH:23]=4)=[N:16][C:12]=3[CH:11]=[C:10]([C:42]([OH:43])=[O:39])[N:9]=2)[CH:5]=[N:6][CH:7]=1, predict the reactants needed to synthesize it. The reactants are: [Cl:1][C:2]1[CH:3]=[C:4]([C:8]2[C:13]3[N:14]([CH2:25][C@H:26]4[CH2:31][CH2:30][C@H:29]([CH3:32])[CH2:28][CH2:27]4)[C:15]([N:17]([CH3:24])[C:18]4[CH:23]=[CH:22][CH:21]=[CH:20][CH:19]=4)=[N:16][C:12]=3[CH:11]=[C:10](C3NC(=O)ON=3)[N:9]=2)[CH:5]=[N:6][CH:7]=1.[OH-:39].[Na+].Cl.[CH3:42][OH:43].